From a dataset of Catalyst prediction with 721,799 reactions and 888 catalyst types from USPTO. Predict which catalyst facilitates the given reaction. Reactant: O1CCCC1.[C:6]([C:8]1[C:9]([NH2:14])=[N:10][CH:11]=[CH:12][CH:13]=1)#[CH:7].[F:15][C:16]1[CH:17]=[C:18]([CH:31]=[CH:32][CH:33]=1)[O:19][C:20]1[N:25]=[CH:24][C:23]([CH2:26][C:27](Cl)=[N:28][OH:29])=[CH:22][CH:21]=1.C(N(CC)CC)C. Product: [F:15][C:16]1[CH:17]=[C:18]([CH:31]=[CH:32][CH:33]=1)[O:19][C:20]1[N:25]=[CH:24][C:23]([CH2:26][C:27]2[CH:7]=[C:6]([C:8]3[C:9]([NH2:14])=[N:10][CH:11]=[CH:12][CH:13]=3)[O:29][N:28]=2)=[CH:22][CH:21]=1. The catalyst class is: 6.